Task: Predict the product of the given reaction.. Dataset: Forward reaction prediction with 1.9M reactions from USPTO patents (1976-2016) (1) Given the reactants P(Br)(Br)([Br:3])=O.C[N:7]([CH:9]=O)[CH3:8].[CH3:11][O:12][C:13]1[CH:14]=[C:15]2C(=[CH:20][CH:21]=1)N[C:17](=[O:22])[CH2:16]2.C([O-])(O)=O.[Na+], predict the reaction product. The product is: [Br:3][C:9]1[NH:7][C:8]2[C:15]([C:16]=1[CH:17]=[O:22])=[CH:14][C:13]([O:12][CH3:11])=[CH:21][CH:20]=2. (2) Given the reactants N1C=CC=CC1.[C:7]([O:11][C:12]([N:14]1[CH2:18][CH2:17][CH2:16][C@H:15]1[C:19]1[NH:20][C:21]([CH2:46][C:47]2[CH:52]=[CH:51][C:50]([F:53])=[CH:49][CH:48]=2)=[C:22]([C:41]([O:43][CH2:44][CH3:45])=[O:42])[CH:23]([C:30]2[N:31]=[N:32][C:33]([C:36]([O:38][CH2:39][CH3:40])=[O:37])=[CH:34][CH:35]=2)[C:24]=1[C:25]([O:27][CH2:28][CH3:29])=[O:26])=[O:13])([CH3:10])([CH3:9])[CH3:8].[N+]([O-])([O-])=O.[Ce].[NH4+], predict the reaction product. The product is: [C:7]([O:11][C:12]([N:14]1[CH2:18][CH2:17][CH2:16][C@H:15]1[C:19]1[C:24]([C:25]([O:27][CH2:28][CH3:29])=[O:26])=[C:23]([C:30]2[N:31]=[N:32][C:33]([C:36]([O:38][CH2:39][CH3:40])=[O:37])=[CH:34][CH:35]=2)[C:22]([C:41]([O:43][CH2:44][CH3:45])=[O:42])=[C:21]([CH2:46][C:47]2[CH:48]=[CH:49][C:50]([F:53])=[CH:51][CH:52]=2)[N:20]=1)=[O:13])([CH3:10])([CH3:8])[CH3:9]. (3) Given the reactants [CH3:1][C:2]1[C:3]([CH2:15][O:16][C:17]2[CH:22]=[CH:21][C:20]([C:23]3[CH:27]=[C:26]([CH3:28])[N:25]([CH3:29])[N:24]=3)=[CH:19][C:18]=2[CH3:30])=[C:4]([N:8]2[C:12](=[O:13])[N:11]([CH3:14])[N:10]=[N:9]2)[CH:5]=[CH:6][CH:7]=1.C(Cl)(Cl)Cl.[I:35]N1C(=O)CCC1=O, predict the reaction product. The product is: [CH3:1][C:2]1[C:3]([CH2:15][O:16][C:17]2[CH:22]=[CH:21][C:20]([C:23]3[C:27]([I:35])=[C:26]([CH3:28])[N:25]([CH3:29])[N:24]=3)=[CH:19][C:18]=2[CH3:30])=[C:4]([N:8]2[C:12](=[O:13])[N:11]([CH3:14])[N:10]=[N:9]2)[CH:5]=[CH:6][CH:7]=1. (4) Given the reactants O[C@@H:2]1[CH2:10][C:9]2[C:4](=[CH:5][CH:6]=[CH:7][CH:8]=2)[C@@H:3]1[NH:11][C:12]([C@@H:14]1[CH2:19][N:18]2[CH2:20][CH2:21][CH2:22][C@@H:17]2[CH2:16][N:15]1[C:23]([O:25][C:26]([CH3:29])([CH3:28])[CH3:27])=[O:24])=[O:13].COCCN(S(F)(F)[F:40])CCOC.C(=O)(O)[O-].[Na+], predict the reaction product. The product is: [F:40][C@H:2]1[CH2:10][C:9]2[C:4](=[CH:5][CH:6]=[CH:7][CH:8]=2)[C@@H:3]1[NH:11][C:12]([C@@H:14]1[CH2:19][N:18]2[CH2:20][CH2:21][CH2:22][C@@H:17]2[CH2:16][N:15]1[C:23]([O:25][C:26]([CH3:29])([CH3:28])[CH3:27])=[O:24])=[O:13]. (5) Given the reactants [CH3:1][O:2][C:3]1[N:8]=[CH:7][C:6]([N:9]2[C:13]([C:14]3[CH:19]=[CH:18][CH:17]=[CH:16][CH:15]=3)=[CH:12][C:11]([C:20](O)=[O:21])=[N:10]2)=[CH:5][CH:4]=1.[NH2:23][N:24]1[CH2:29][CH2:28][CH2:27][CH2:26][CH2:25]1, predict the reaction product. The product is: [N:24]1([NH:23][C:20]([C:11]2[CH:12]=[C:13]([C:14]3[CH:15]=[CH:16][CH:17]=[CH:18][CH:19]=3)[N:9]([C:6]3[CH:7]=[N:8][C:3]([O:2][CH3:1])=[CH:4][CH:5]=3)[N:10]=2)=[O:21])[CH2:29][CH2:28][CH2:27][CH2:26][CH2:25]1. (6) Given the reactants Br[C:2]1[CH:3]=[C:4]([C:8]2[N:13]=[C:12]([C:14]3[CH:19]=[CH:18][C:17]([C:20]([F:23])([F:22])[F:21])=[C:16]([O:24][CH2:25][C:26]([F:29])([F:28])[F:27])[CH:15]=3)[CH:11]=[C:10]([C:30]([F:33])([F:32])[F:31])[N:9]=2)[CH:5]=[CH:6][CH:7]=1.[NH2:34][C:35]1[N:40]=[CH:39][C:38](B2OC(C)(C)C(C)(C)O2)=[CH:37][N:36]=1, predict the reaction product. The product is: [F:27][C:26]([F:29])([F:28])[CH2:25][O:24][C:16]1[CH:15]=[C:14]([C:12]2[CH:11]=[C:10]([C:30]([F:33])([F:32])[F:31])[N:9]=[C:8]([C:4]3[CH:3]=[C:2]([C:38]4[CH:37]=[N:36][C:35]([NH2:34])=[N:40][CH:39]=4)[CH:7]=[CH:6][CH:5]=3)[N:13]=2)[CH:19]=[CH:18][C:17]=1[C:20]([F:23])([F:22])[F:21].